The task is: Predict which catalyst facilitates the given reaction.. This data is from Catalyst prediction with 721,799 reactions and 888 catalyst types from USPTO. (1) Reactant: [NH2:1][C:2]([NH2:4])=[O:3].[CH3:5][S:6]([OH:9])(=[O:8])=[O:7].C(O)C. Product: [S:6]([OH:9])(=[O:8])(=[O:7])[CH3:5].[NH2:1][C:2]([NH2:4])=[O:3]. The catalyst class is: 28. (2) Reactant: [Br:1][C:2]1[CH:7]=[CH:6][C:5]([CH2:8]O)=[C:4]([O:10][C:11]([F:14])([F:13])[F:12])[CH:3]=1.C1(P(C2C=CC=CC=2)C2C=CC=CC=2)C=CC=CC=1.C(Br)(Br)(Br)[Br:35]. Product: [Br:1][C:2]1[CH:7]=[CH:6][C:5]([CH2:8][Br:35])=[C:4]([O:10][C:11]([F:14])([F:13])[F:12])[CH:3]=1. The catalyst class is: 4. (3) Reactant: [C:1]1([CH2:7][CH2:8][C:9]2[NH:17][C:12]3=[N:13][CH:14]=[CH:15][CH:16]=[C:11]3[CH:10]=2)[CH:6]=[CH:5][CH:4]=[CH:3][CH:2]=1.ClC1C=CC=C(C(OO)=[O:26])C=1. Product: [C:1]1([CH2:7][CH2:8][C:9]2[NH:17][C:12]3=[N+:13]([O-:26])[CH:14]=[CH:15][CH:16]=[C:11]3[CH:10]=2)[CH:2]=[CH:3][CH:4]=[CH:5][CH:6]=1. The catalyst class is: 10. (4) Reactant: F[C:2]1[C:7]([C:8]2[N:13]=[C:12]([CH3:14])[N:11]=[C:10]([NH2:15])[N:9]=2)=[CH:6][C:5]([CH2:16][N:17]2[CH2:22][CH2:21][O:20][CH2:19][CH2:18]2)=[CH:4][N:3]=1.[NH2:23][C:24]1[CH:25]=[C:26]([NH:31][S:32]([CH3:35])(=[O:34])=[O:33])[C:27]([Cl:30])=[N:28][CH:29]=1.C[Si]([N-][Si](C)(C)C)(C)C.[Na+].CO. Product: [NH2:15][C:10]1[N:11]=[C:12]([CH3:14])[N:13]=[C:8]([C:7]2[C:2]([NH:23][C:24]3[CH:25]=[C:26]([NH:31][S:32]([CH3:35])(=[O:34])=[O:33])[C:27]([Cl:30])=[N:28][CH:29]=3)=[N:3][CH:4]=[C:5]([CH2:16][N:17]3[CH2:22][CH2:21][O:20][CH2:19][CH2:18]3)[CH:6]=2)[N:9]=1. The catalyst class is: 3. (5) Reactant: [Cl:1][C:2]1[N:3]=[N:4][C:5](I)=[CH:6][CH:7]=1.[Cu][C:10]#[N:11].ClCCl. Product: [Cl:1][C:2]1[N:3]=[N:4][C:5]([C:10]#[N:11])=[CH:6][CH:7]=1. The catalyst class is: 10. (6) Reactant: [F:1][C:2]1[CH:7]=[CH:6][C:5]([C:8]2[C:13]([N:14]3[CH2:19][CH2:18][N:17](C(OC(C)(C)C)=O)[CH2:16][CH2:15]3)=[CH:12][N:11]=[CH:10][N:9]=2)=[CH:4][CH:3]=1.[ClH:27].C(OCC)(=O)C. Product: [ClH:27].[ClH:27].[F:1][C:2]1[CH:7]=[CH:6][C:5]([C:8]2[C:13]([N:14]3[CH2:19][CH2:18][NH:17][CH2:16][CH2:15]3)=[CH:12][N:11]=[CH:10][N:9]=2)=[CH:4][CH:3]=1. The catalyst class is: 13. (7) Reactant: [CH2:1]([C:4]1[S:34][C:7]2[N:8]=[C:9]([N:25]3[CH2:30][CH2:29][CH2:28][CH:27]([C:31]([OH:33])=O)[CH2:26]3)[N:10]=[C:11]([N:12]3[CH2:17][CH2:16][N:15]4[C:18]([C:21]([F:24])([F:23])[F:22])=[N:19][N:20]=[C:14]4[CH2:13]3)[C:6]=2[CH:5]=1)[CH2:2][CH3:3].[Cl-].[NH4+].C(Cl)CCl.C1C=CC2N(O)N=[N:47]C=2C=1.C(N(C(C)C)CC)(C)C. Product: [CH2:1]([C:4]1[S:34][C:7]2[N:8]=[C:9]([N:25]3[CH2:30][CH2:29][CH2:28][CH:27]([C:31]([NH2:47])=[O:33])[CH2:26]3)[N:10]=[C:11]([N:12]3[CH2:17][CH2:16][N:15]4[C:18]([C:21]([F:23])([F:22])[F:24])=[N:19][N:20]=[C:14]4[CH2:13]3)[C:6]=2[CH:5]=1)[CH2:2][CH3:3]. The catalyst class is: 9.